Dataset: hERG Central: cardiac toxicity at 1µM, 10µM, and general inhibition. Task: Predict hERG channel inhibition at various concentrations. (1) The compound is CCN(CC)CCSc1nc2ccc(OC)cc2[nH]1.Cl. Results: hERG_inhib (hERG inhibition (general)): blocker. (2) The compound is CCn1c(=O)cc(OCC(=O)Nc2ccccc2N2CCN(C)CC2)c2ccccc21. Results: hERG_inhib (hERG inhibition (general)): blocker. (3) The molecule is O=C(c1cccc(F)c1)N1CCN(c2ccc([N+](=O)[O-])c3cccnc23)CC1. Results: hERG_inhib (hERG inhibition (general)): blocker. (4) The molecule is O=C(CN(C1CCCCC1)S(=O)(=O)c1ccc(Cl)cc1)N1CCOCC1. Results: hERG_inhib (hERG inhibition (general)): blocker. (5) The drug is COc1nnc(-c2ccc(C)c(S(=O)(=O)N(C)C)c2)c2ccccc12. Results: hERG_inhib (hERG inhibition (general)): blocker. (6) The drug is CN1C2CCC1CC(OC(=O)c1c[nH]c3ccccc13)C2. Results: hERG_inhib (hERG inhibition (general)): blocker. (7) The molecule is C/C(=N\Nc1ccccn1)c1ccc(OC(F)F)cc1. Results: hERG_inhib (hERG inhibition (general)): blocker.